Dataset: Full USPTO retrosynthesis dataset with 1.9M reactions from patents (1976-2016). Task: Predict the reactants needed to synthesize the given product. (1) Given the product [OH2:23].[OH2:23].[Cl:1][C:2]1[CH:3]=[CH:4][C:5]([C:8]2[NH:12][N:11]=[C:10]([N:13]3[CH2:18][CH2:17][N:16]([C:19](=[O:25])[CH2:20][CH2:21][C:22]([OH:24])=[O:23])[CH2:15][CH2:14]3)[C:9]=2[C:26]2[CH:27]=[CH:28][N:29]=[CH:30][CH:31]=2)=[CH:6][CH:7]=1, predict the reactants needed to synthesize it. The reactants are: [Cl:1][C:2]1[CH:7]=[CH:6][C:5]([C:8]2[NH:12][N:11]=[C:10]([N:13]3[CH2:18][CH2:17][N:16]([C:19](=[O:25])[CH2:20][CH2:21][C:22]([OH:24])=[O:23])[CH2:15][CH2:14]3)[C:9]=2[C:26]2[CH:31]=[CH:30][N:29]=[CH:28][CH:27]=2)=[CH:4][CH:3]=1.[Na]. (2) The reactants are: [NH:1]1[CH:5]=[CH:4][C:3]([C:6]2[S:7][CH:8]=[CH:9][N:10]=2)=[CH:2]1.N1C2[C:15](=[CH:16][CH:17]=[C:18]3[C:23]=2[N:22]=[CH:21][CH:20]=[CH:19]3)[CH:14]=[CH:13][CH:12]=1.P([O-])([O-])([O-])=O.[K+].[K+].[K+]. Given the product [S:7]1[CH:8]=[CH:9][N:10]=[C:6]1[C:3]1[CH:4]=[CH:5][N:1]([C:15]2[CH:16]=[C:17]([C:18]3[CH:23]=[N:22][CH:21]=[CH:20][CH:19]=3)[CH:12]=[CH:13][CH:14]=2)[CH:2]=1, predict the reactants needed to synthesize it. (3) Given the product [NH2:1][C:2]1[C:3]([F:21])=[C:4]([C:9]([C:11]2[C:19]3[C:14](=[N:15][CH:16]=[C:17]([Br:20])[CH:18]=3)[N:13]([C:32](=[O:33])[C:31]3[C:30]([Cl:29])=[CH:38][CH:37]=[CH:36][C:35]=3[Cl:39])[CH:12]=2)=[O:10])[C:5]([F:8])=[CH:6][CH:7]=1, predict the reactants needed to synthesize it. The reactants are: [NH2:1][C:2]1[C:3]([F:21])=[C:4]([C:9]([C:11]2[C:19]3[C:14](=[N:15][CH:16]=[C:17]([Br:20])[CH:18]=3)[NH:13][CH:12]=2)=[O:10])[C:5]([F:8])=[CH:6][CH:7]=1.C(N(CC)CC)C.[Cl:29][C:30]1[CH:38]=[CH:37][CH:36]=[C:35]([Cl:39])[C:31]=1[C:32](Cl)=[O:33]. (4) Given the product [C:1]([O:5][C:6]([N:8]1[C:16]2[C:11](=[CH:12][CH:13]=[C:14]([N+:17]([O-:19])=[O:18])[CH:15]=2)[C:10]([C:22]2[O:21][CH:25]=[CH:24][CH:23]=2)=[N:9]1)=[O:7])([CH3:4])([CH3:3])[CH3:2], predict the reactants needed to synthesize it. The reactants are: [C:1]([O:5][C:6]([N:8]1[C:16]2[C:11](=[CH:12][CH:13]=[C:14]([N+:17]([O-:19])=[O:18])[CH:15]=2)[C:10](I)=[N:9]1)=[O:7])([CH3:4])([CH3:3])[CH3:2].[O:21]1[CH:25]=[CH:24][CH:23]=[C:22]1B(O)O. (5) Given the product [F:54][C:48]1[CH:49]=[CH:50][C:51]([F:53])=[CH:52][C:47]=1[O:46][C:42]1([CH2:55][OH:56])[CH2:43][CH2:44][CH2:45][N:40]([NH:39][C:17]([C:14]2[CH:15]=[C:16]3[C:11](=[CH:12][CH:13]=2)[N:10]([C:20]([C:33]2[CH:34]=[CH:35][CH:36]=[CH:37][CH:38]=2)([C:21]2[CH:26]=[CH:25][CH:24]=[CH:23][CH:22]=2)[C:27]2[CH:28]=[CH:29][CH:30]=[CH:31][CH:32]=2)[N:9]=[C:8]3[C:6]2[CH:5]=[CH:4][N:3]=[C:2]([CH3:1])[CH:7]=2)=[O:18])[CH2:41]1, predict the reactants needed to synthesize it. The reactants are: [CH3:1][C:2]1[CH:7]=[C:6]([C:8]2[C:16]3[C:11](=[CH:12][CH:13]=[C:14]([C:17](O)=[O:18])[CH:15]=3)[N:10]([C:20]([C:33]3[CH:38]=[CH:37][CH:36]=[CH:35][CH:34]=3)([C:27]3[CH:32]=[CH:31][CH:30]=[CH:29][CH:28]=3)[C:21]3[CH:26]=[CH:25][CH:24]=[CH:23][CH:22]=3)[N:9]=2)[CH:5]=[CH:4][N:3]=1.[NH2:39][N:40]1[CH2:45][CH2:44][CH2:43][C:42]([CH2:55][OH:56])([O:46][C:47]2[CH:52]=[C:51]([F:53])[CH:50]=[CH:49][C:48]=2[F:54])[CH2:41]1.CN(C(ON1N=NC2C=CC=NC1=2)=[N+](C)C)C.F[P-](F)(F)(F)(F)F.CCN(C(C)C)C(C)C. (6) Given the product [Br:1][C:2]1[CH:3]=[CH:4][C:5]([CH2:8][C:9]([NH2:14])=[O:11])=[N:6][CH:7]=1, predict the reactants needed to synthesize it. The reactants are: [Br:1][C:2]1[CH:3]=[CH:4][C:5]([CH2:8][C:9]([OH:11])=O)=[N:6][CH:7]=1.C1N=C[N:14](C(N2C=NC=C2)=O)C=1.[OH-].[NH4+]. (7) Given the product [C:1]([O:18][CH2:19][CH2:20][C:21]1[CH:26]=[CH:25][C:24]([OH:27])=[C:23]([OH:30])[CH:22]=1)(=[O:17])[CH2:2][CH2:3][CH2:4][CH2:5][CH2:6][CH2:7][CH2:8][CH2:9][CH2:10][CH2:11][CH2:12][CH2:13][CH2:14][CH2:15][CH3:16], predict the reactants needed to synthesize it. The reactants are: [C:1]([O:18][CH2:19][CH2:20][C:21]1[CH:26]=[CH:25][C:24]([OH:27])=[C:23](C=O)[CH:22]=1)(=[O:17])[CH2:2][CH2:3][CH2:4][CH2:5][CH2:6][CH2:7][CH2:8][CH2:9][CH2:10][CH2:11][CH2:12][CH2:13][CH2:14][CH2:15][CH3:16].[OH-:30].[K+].OO. (8) Given the product [CH3:27][C:28]1[CH:29]=[C:30]2[C:31](=[CH:37][CH:38]=1)[C:32](=[O:36])[N:23]([C:22]1[CH:24]=[CH:25][CH:26]=[C:20]([CH2:19][CH2:18][N:15]3[CH2:14][CH2:13][N:12]([C:8]4[CH:7]=[CH:6][CH:5]=[C:4]5[C:9]=4[CH:10]=[CH:11][C:2]([CH3:1])=[N:3]5)[CH2:17][CH2:16]3)[CH:21]=1)[C:34]2=[O:33], predict the reactants needed to synthesize it. The reactants are: [CH3:1][C:2]1[CH:11]=[CH:10][C:9]2[C:4](=[CH:5][CH:6]=[CH:7][C:8]=2[N:12]2[CH2:17][CH2:16][N:15]([CH2:18][CH2:19][C:20]3[CH:21]=[C:22]([CH:24]=[CH:25][CH:26]=3)[NH2:23])[CH2:14][CH2:13]2)[N:3]=1.[CH3:27][C:28]1[CH:38]=[CH:37][C:31]2[C:32](=[O:36])[O:33][C:34](=O)[C:30]=2[CH:29]=1.